This data is from Catalyst prediction with 721,799 reactions and 888 catalyst types from USPTO. The task is: Predict which catalyst facilitates the given reaction. (1) Reactant: O1CCCC1.[CH2:6]([O:8][CH:9]([O:12][CH2:13][CH3:14])[CH2:10][OH:11])[CH3:7].CN(C)C(=O)C.[Cl:21][C:22]1[N:27]=[CH:26][C:25]([F:28])=[CH:24][N:23]=1. Product: [CH2:6]([O:8][CH:9]([O:12][CH2:13][CH3:14])[CH2:10][O:11][C:22]1[N:27]=[CH:26][C:25]([F:28])=[CH:24][N:23]=1)[CH3:7].[Cl:21][C:22]1[N:27]=[CH:26][C:25]([O:11][CH2:10][CH:9]([O:12][CH2:13][CH3:14])[O:8][CH2:6][CH3:7])=[CH:24][N:23]=1. The catalyst class is: 6. (2) The catalyst class is: 563. Reactant: C([NH:8][CH2:9][C@H:10]1[CH2:14][O:13][C:12]([CH3:16])([CH3:15])[N:11]1[C:17]([O:19][C:20]([CH3:23])([CH3:22])[CH3:21])=[O:18])C1C=CC=CC=1. Product: [NH2:8][CH2:9][C@H:10]1[CH2:14][O:13][C:12]([CH3:15])([CH3:16])[N:11]1[C:17]([O:19][C:20]([CH3:23])([CH3:22])[CH3:21])=[O:18]. (3) Product: [CH2:30]([O:32][C:33]([N:35]1[CH2:36][CH2:37][N:38]([C:2]2[S:6][C:5]([C:7]3[CH:12]=[CH:11][N:10]=[C:9]([NH:13][CH:14]4[CH2:19][C:18]([CH3:21])([CH3:20])[NH:17][C:16]([CH3:23])([CH3:22])[CH2:15]4)[N:8]=3)=[CH:4][CH:3]=2)[CH2:39][CH2:40]1)=[O:34])[CH3:31]. Reactant: Br[C:2]1[S:6][C:5]([C:7]2[CH:12]=[CH:11][N:10]=[C:9]([NH:13][CH:14]3[CH2:19][C:18]([CH3:21])([CH3:20])[NH:17][C:16]([CH3:23])([CH3:22])[CH2:15]3)[N:8]=2)=[CH:4][CH:3]=1.CC([O-])(C)C.[Na+].[CH2:30]([O:32][C:33]([N:35]1[CH2:40][CH2:39][NH:38][CH2:37][CH2:36]1)=[O:34])[CH3:31]. The catalyst class is: 231. (4) Reactant: CN([C:4]([CH:14]=[CH2:15])=[C:5]([C:8](=O)[C:9]([F:12])([F:11])[F:10])[C:6]#[N:7])C.[NH3:16]. Product: [F:12][C:9]([F:10])([F:11])[C:8]1[N:16]=[CH:15][CH:14]=[CH:4][C:5]=1[C:6]#[N:7]. The catalyst class is: 5. (5) Reactant: [CH3:1][O:2][C:3]1[CH:4]=[C:5]2[C:10](=[CH:11][CH:12]=1)[CH:9]=[C:8]([CH:13]=[O:14])[CH:7]=[CH:6]2.[BH4-].[Na+].Cl. Product: [CH3:1][O:2][C:3]1[CH:4]=[C:5]2[C:10](=[CH:11][CH:12]=1)[CH:9]=[C:8]([CH2:13][OH:14])[CH:7]=[CH:6]2. The catalyst class is: 5. (6) Reactant: C(O[CH2:5][C:6]1[CH2:7][S:8][C@@H:9]2[CH:26]([NH:27][C:28](=[O:35])[CH2:29][C:30]3[S:31][CH:32]=[CH:33][CH:34]=3)[C:25](=[O:36])[N:10]2[C:11]=1[C:12]([O:14][CH2:15][C:16]1[CH:21]=[CH:20][C:19]([N+:22]([O-:24])=[O:23])=[CH:18][CH:17]=1)=[O:13])(=O)C.C[Si]([I:41])(C)C. Product: [I:41][CH2:5][C:6]1[CH2:7][S:8][C@@H:9]2[CH:26]([NH:27][C:28](=[O:35])[CH2:29][C:30]3[S:31][CH:32]=[CH:33][CH:34]=3)[C:25](=[O:36])[N:10]2[C:11]=1[C:12]([O:14][CH2:15][C:16]1[CH:21]=[CH:20][C:19]([N+:22]([O-:24])=[O:23])=[CH:18][CH:17]=1)=[O:13]. The catalyst class is: 2.